From a dataset of Full USPTO retrosynthesis dataset with 1.9M reactions from patents (1976-2016). Predict the reactants needed to synthesize the given product. (1) Given the product [S:15]1[C:19]2[CH:20]=[CH:21][CH:22]=[CH:23][C:18]=2[CH:17]=[C:16]1[CH2:24][NH:6][C:5]1[CH:7]=[CH:8][C:9]([C:10]2[O:14][CH:13]=[N:12][CH:11]=2)=[C:3]([O:2][CH3:1])[CH:4]=1, predict the reactants needed to synthesize it. The reactants are: [CH3:1][O:2][C:3]1[CH:4]=[C:5]([CH:7]=[CH:8][C:9]=1[C:10]1[O:14][CH:13]=[N:12][CH:11]=1)[NH2:6].[S:15]1[C:19]2[CH:20]=[CH:21][CH:22]=[CH:23][C:18]=2[CH:17]=[C:16]1[CH:24]=O. (2) Given the product [ClH:22].[ClH:22].[NH2:4][CH2:5][C@H:6]([C:8]1[CH:9]=[CH:10][CH:11]=[C:12]2[C:17]=1[N:16]=[CH:15][CH:14]=[C:13]2[C:18]([NH:20][CH3:21])=[O:19])[CH3:7], predict the reactants needed to synthesize it. The reactants are: C([NH:4][CH2:5][C@H:6]([C:8]1[CH:9]=[CH:10][CH:11]=[C:12]2[C:17]=1[N:16]=[CH:15][CH:14]=[C:13]2[C:18]([NH:20][CH3:21])=[O:19])[CH3:7])(=O)C.[ClH:22].[OH-].[Na+].Cl.CC(O)C.Cl.NC[C@H](C1C=CC=C2C=1N=CC=C2C(NC)=O)C.